This data is from Forward reaction prediction with 1.9M reactions from USPTO patents (1976-2016). The task is: Predict the product of the given reaction. (1) Given the reactants [BH4-].[Na+].[C:3]([C:11]1[CH:32]=[CH:31][C:14]([NH:15][C:16]2[N:21]=[C:20]([C:22]3[N:26]4[CH:27]=[CH:28][CH:29]=[CH:30][C:25]4=[N:24][CH:23]=3)[CH:19]=[CH:18][N:17]=2)=[CH:13][CH:12]=1)(=[O:10])[C:4]1[CH:9]=[CH:8][CH:7]=[CH:6][CH:5]=1.Cl, predict the reaction product. The product is: [OH:10][CH:3]([C:4]1[CH:5]=[CH:6][CH:7]=[CH:8][CH:9]=1)[C:11]1[CH:32]=[CH:31][C:14]([NH:15][C:16]2[N:21]=[C:20]([C:22]3[N:26]4[CH:27]=[CH:28][CH:29]=[CH:30][C:25]4=[N:24][CH:23]=3)[CH:19]=[CH:18][N:17]=2)=[CH:13][CH:12]=1. (2) The product is: [CH2:10]([O:12][C:13]([C:15]1[CH:16]=[N:17][N:18]([C:20]2[N:29]([CH2:30][O:31][CH2:32][CH2:33][Si:34]([CH3:37])([CH3:36])[CH3:35])[C:28](=[O:38])[C:27]3[C:22](=[CH:23][CH:24]=[C:25]([NH:39][C:1](=[O:8])[C:2]4[CH:7]=[CH:6][CH:5]=[CH:4][CH:3]=4)[CH:26]=3)[N:21]=2)[CH:19]=1)=[O:14])[CH3:11]. Given the reactants [C:1](Cl)(=[O:8])[C:2]1[CH:7]=[CH:6][CH:5]=[CH:4][CH:3]=1.[CH2:10]([O:12][C:13]([C:15]1[CH:16]=[N:17][N:18]([C:20]2[N:29]([CH2:30][O:31][CH2:32][CH2:33][Si:34]([CH3:37])([CH3:36])[CH3:35])[C:28](=[O:38])[C:27]3[C:22](=[CH:23][CH:24]=[C:25]([NH2:39])[CH:26]=3)[N:21]=2)[CH:19]=1)=[O:14])[CH3:11], predict the reaction product.